Predict the reactants needed to synthesize the given product. From a dataset of Full USPTO retrosynthesis dataset with 1.9M reactions from patents (1976-2016). Given the product [Cl:2][C:3]1[CH:8]=[CH:7][C:6]([C:9]2([OH:21])[CH2:14][CH2:13][N:12]([CH:15]3[CH:19]([OH:20])[CH2:18][N:17]([C:38]4[N:37]=[C:40]([CH3:41])[CH:42]=[C:25]([C:30]([F:33])([F:32])[F:31])[N:24]=4)[CH2:16]3)[CH2:11][CH2:10]2)=[CH:5][CH:4]=1, predict the reactants needed to synthesize it. The reactants are: Cl.[Cl:2][C:3]1[CH:8]=[CH:7][C:6]([C:9]2([OH:21])[CH2:14][CH2:13][N:12]([C@H:15]3[C@H:19]([OH:20])[CH2:18][NH:17][CH2:16]3)[CH2:11][CH2:10]2)=[CH:5][CH:4]=1.ClC1C(C)=CN=[C:25]([C:30]([F:33])([F:32])[F:31])[N:24]=1.C([N:37]([CH:40]([CH3:42])[CH3:41])[CH2:38]C)(C)C.